Dataset: Experimentally validated miRNA-target interactions with 360,000+ pairs, plus equal number of negative samples. Task: Binary Classification. Given a miRNA mature sequence and a target amino acid sequence, predict their likelihood of interaction. The miRNA is hsa-miR-5196-3p with sequence UCAUCCUCGUCUCCCUCCCAG. The protein sequence of the target gene is MIPLLLSLLAALVLTQAPAALADDLKEDSSEDRAFRVRIGATQLRGVLGGALAIPCHVHHLRPPHSRRAAPGFPRVKWTFLSGDREVEVLVARGLRVKVNEAYRFRVALPAYPASLTDVSLVLSELRPNDSGVYRCEVQHGIDDSSDAVEVKVKGVVFLYREGSARYAFSFAGAQEACARIGARIATPEQLYAAYLGGYEQCDAGWLSDQTVRYPIQNPREACSGDMDGYPGVRNYGVVGPDDLYDVYCYAEDLNGELFLGAPPSKLTWEEARDYCLERGAQIASTGQLYAAWNGGLDRC.... Result: 0 (no interaction).